Task: Predict the product of the given reaction.. Dataset: Forward reaction prediction with 1.9M reactions from USPTO patents (1976-2016) (1) The product is: [ClH:28].[CH3:1][CH:2]1[C:10]([CH3:12])([CH3:11])[C:9]2[C:4](=[CH:5][CH:6]=[C:7]([C:13]3[CH:18]=[CH:17][CH:16]=[C:15]([N+:19]([O-:21])=[O:20])[CH:14]=3)[CH:8]=2)[NH:3]1. Given the reactants [CH3:1][CH:2]1[C:10]([CH3:12])([CH3:11])[C:9]2[C:4](=[CH:5][CH:6]=[C:7]([C:13]3[CH:18]=[CH:17][CH:16]=[C:15]([N+:19]([O-:21])=[O:20])[CH:14]=3)[CH:8]=2)[NH:3]1.O1CCOCC1.[ClH:28].O1CCOCC1, predict the reaction product. (2) Given the reactants [C:1]([O:5][C@@H:6]([C:12]1[C:42]([CH3:43])=[CH:41][C:15]2[N:16]=[C:17]([C:19]3[CH:20]=[CH:21][C:22]4[N:26]=[C:25]([CH3:27])[N:24]([C@H:28]5[CH2:32][CH2:31][N:30](C(OC(C)(C)C)=O)[CH2:29]5)[C:23]=4[CH:40]=3)[S:18][C:14]=2[C:13]=1[C:44]1[CH:49]=[CH:48][C:47]([Cl:50])=[CH:46][CH:45]=1)[C:7]([O:9][CH2:10][CH3:11])=[O:8])([CH3:4])([CH3:3])[CH3:2], predict the reaction product. The product is: [C:1]([O:5][C@@H:6]([C:12]1[C:42]([CH3:43])=[CH:41][C:15]2[N:16]=[C:17]([C:19]3[CH:20]=[CH:21][C:22]4[N:26]=[C:25]([CH3:27])[N:24]([C@H:28]5[CH2:32][CH2:31][NH:30][CH2:29]5)[C:23]=4[CH:40]=3)[S:18][C:14]=2[C:13]=1[C:44]1[CH:49]=[CH:48][C:47]([Cl:50])=[CH:46][CH:45]=1)[C:7]([O:9][CH2:10][CH3:11])=[O:8])([CH3:2])([CH3:3])[CH3:4]. (3) Given the reactants FC(F)(F)C(O)=O.[Cl:8][C:9]1[C:10]([F:37])=[C:11]([CH:15]2[C:19]([C:22]3[CH:27]=[CH:26][C:25]([Cl:28])=[CH:24][CH:23]=3)([C:20]#[N:21])[CH:18]([CH2:29][C:30]([CH3:33])([CH3:32])[CH3:31])[NH:17][CH:16]2[C:34]([OH:36])=O)[CH:12]=[CH:13][CH:14]=1.CC1(C)[O:43][C@H:42]([CH2:44][CH2:45][NH2:46])[CH2:41][O:40]1.CN(C(ON1N=NC2C=CC=NC1=2)=[N+](C)C)C.F[P-](F)(F)(F)(F)F.CCN(C(C)C)C(C)C.Cl, predict the reaction product. The product is: [OH:43][C@@H:42]([CH2:41][OH:40])[CH2:44][CH2:45][NH:46][C:34]([CH:16]1[CH:15]([C:11]2[CH:12]=[CH:13][CH:14]=[C:9]([Cl:8])[C:10]=2[F:37])[C:19]([C:22]2[CH:23]=[CH:24][C:25]([Cl:28])=[CH:26][CH:27]=2)([C:20]#[N:21])[CH:18]([CH2:29][C:30]([CH3:33])([CH3:31])[CH3:32])[NH:17]1)=[O:36].